Dataset: Forward reaction prediction with 1.9M reactions from USPTO patents (1976-2016). Task: Predict the product of the given reaction. Given the reactants [NH2:1][C:2]1[N:6]([CH:7]2[CH2:12][CH2:11][CH2:10][CH2:9][CH2:8]2)[N:5]=[CH:4][C:3]=1[C:13]([O:15]CC)=O.[N:18]1([C:24]#[N:25])[CH2:23][CH2:22][O:21][CH2:20][CH2:19]1.[H-].[Na+].Cl, predict the reaction product. The product is: [CH:7]1([N:6]2[C:2]3[NH:1][C:24]([N:18]4[CH2:23][CH2:22][O:21][CH2:20][CH2:19]4)=[N:25][C:13](=[O:15])[C:3]=3[CH:4]=[N:5]2)[CH2:8][CH2:9][CH2:10][CH2:11][CH2:12]1.